This data is from Forward reaction prediction with 1.9M reactions from USPTO patents (1976-2016). The task is: Predict the product of the given reaction. (1) Given the reactants C(OC([N:8]1[CH2:13][CH2:12][CH:11]([NH:14][C:15]2[CH:20]=[CH:19][C:18]([C:21](=[O:23])[NH2:22])=[CH:17][N:16]=2)[CH2:10][CH2:9]1)=O)(C)(C)C.[ClH:24], predict the reaction product. The product is: [ClH:24].[ClH:24].[NH:8]1[CH2:13][CH2:12][CH:11]([NH:14][C:15]2[CH:20]=[CH:19][C:18]([C:21]([NH2:22])=[O:23])=[CH:17][N:16]=2)[CH2:10][CH2:9]1. (2) The product is: [Br:1][C:2]1[CH:14]=[N:13][C:12]2[C:11]3[CH:10]=[CH:9][C:8]([S:15]([CH3:18])(=[O:17])=[O:16])=[CH:7][C:6]=3[N:5]([C@H:30]([C:37]3[CH:42]=[CH:41][CH:40]=[CH:39][CH:38]=3)[CH:31]3[CH2:32][CH2:33][O:34][CH2:35][CH2:36]3)[C:4]=2[CH:3]=1. Given the reactants [Br:1][C:2]1[CH:14]=[N:13][C:12]2[C:11]3[CH:10]=[CH:9][C:8]([S:15]([CH3:18])(=[O:17])=[O:16])=[CH:7][C:6]=3[NH:5][C:4]=2[CH:3]=1.C(=O)([O-])[O-].[Cs+].[Cs+].CS(O[C@@H:30]([C:37]1[CH:42]=[CH:41][CH:40]=[CH:39][CH:38]=1)[CH:31]1[CH2:36][CH2:35][O:34][CH2:33][CH2:32]1)(=O)=O, predict the reaction product. (3) Given the reactants [F:1][C:2]([F:7])([F:6])[C:3]([OH:5])=[O:4].[CH2:8]([O:15][C:16]([NH:18][C@@H:19]1[CH2:24][CH2:23][CH2:22][CH2:21][C@H:20]1[NH:25][C@H:26]1[CH2:30][CH2:29][N:28]([C:31]2[CH:41]=[CH:40][C:34]([C:35]([O:37][CH2:38]C)=[O:36])=[CH:33][CH:32]=2)[CH2:27]1)=[O:17])[C:9]1[CH:14]=[CH:13][CH:12]=[CH:11][CH:10]=1, predict the reaction product. The product is: [F:1][C:2]([F:7])([F:6])[C:3]([OH:5])=[O:4].[CH2:8]([O:15][C:16]([NH:18][C@@H:19]1[CH2:24][CH2:23][CH2:22][CH2:21][C@H:20]1[NH:25][C@H:26]1[CH2:30][CH2:29][N:28]([C:31]2[CH:41]=[CH:40][C:34]([C:35]([O:37][CH3:38])=[O:36])=[CH:33][CH:32]=2)[CH2:27]1)=[O:17])[C:9]1[CH:14]=[CH:13][CH:12]=[CH:11][CH:10]=1.